Dataset: Catalyst prediction with 721,799 reactions and 888 catalyst types from USPTO. Task: Predict which catalyst facilitates the given reaction. (1) Reactant: [NH:1]1[C:10]2[C:5](=[CH:6][CH:7]=[CH:8][CH:9]=2)[CH2:4][CH2:3][CH2:2]1.[Br:11]N1C(=O)CCC1=O.C(OCC)(=O)C.CCCCCC.C(OCC)C. Product: [Br:11][C:7]1[CH:6]=[C:5]2[C:10](=[CH:9][CH:8]=1)[NH:1][CH2:2][CH2:3][CH2:4]2. The catalyst class is: 10. (2) Reactant: [F:1][CH:2]([F:29])[C:3]1[CH:8]=[CH:7][C:6]([C:9]([F:28])([F:27])[CH2:10][N:11]2[CH2:16][CH2:15][CH:14]([NH:17][C:18]3[C:19]4[CH:26]=[CH:25][NH:24][C:20]=4[N:21]=[CH:22][N:23]=3)[CH2:13][CH2:12]2)=[CH:5][CH:4]=1.[ClH:30].CCOCC. Product: [ClH:30].[F:29][CH:2]([F:1])[C:3]1[CH:8]=[CH:7][C:6]([C:9]([F:28])([F:27])[CH2:10][N:11]2[CH2:12][CH2:13][CH:14]([NH:17][C:18]3[C:19]4[CH:26]=[CH:25][NH:24][C:20]=4[N:21]=[CH:22][N:23]=3)[CH2:15][CH2:16]2)=[CH:5][CH:4]=1. The catalyst class is: 5. (3) Reactant: [CH:1]1([NH:4][C:5]([C:7]2[CH:8]=[C:9]([C:15]3[CH:20]=[CH:19][C:18](F)=[C:17]([CH:22]=O)[CH:16]=3)[C:10]([CH3:14])=[C:11]([F:13])[CH:12]=2)=[O:6])[CH2:3][CH2:2]1.[NH:24]([C:26]1[NH:31][CH:30]=[N:29][C:28](=[O:32])[CH:27]=1)[NH2:25]. Product: [CH:1]1([NH:4][C:5](=[O:6])[C:7]2[CH:8]=[C:9]([C:15]3[CH:16]=[C:17]4[C:18](=[CH:19][CH:20]=3)[N:24]([C:26]3[N:31]=[CH:30][NH:29][C:28](=[O:32])[CH:27]=3)[N:25]=[CH:22]4)[C:10]([CH3:14])=[C:11]([F:13])[CH:12]=2)[CH2:3][CH2:2]1. The catalyst class is: 10. (4) Product: [CH2:1]([N:24]1[C:32](=[O:33])[C:31]2[NH:30][C:29]([Cl:37])=[N:28][C:27]=2[N:26]([CH2:38][CH2:39][CH2:40][CH3:41])[C:25]1=[O:42])[CH2:2][CH2:3][CH2:4][N:5]1[C:13](=[O:14])[C:12]2[NH:11][C:10]([Cl:18])=[N:9][C:8]=2[N:7]([CH2:19][CH2:20][CH2:21][CH3:22])[C:6]1=[O:23]. The catalyst class is: 73. Reactant: [CH2:1]([N:24]1[C:32](=[O:33])[C:31]2[N:30](CC=C)[C:29]([Cl:37])=[N:28][C:27]=2[N:26]([CH2:38][CH2:39][CH2:40][CH3:41])[C:25]1=[O:42])[CH2:2][CH2:3][CH2:4][N:5]1[C:13](=[O:14])[C:12]2[N:11](CC=C)[C:10]([Cl:18])=[N:9][C:8]=2[N:7]([CH2:19][CH2:20][CH2:21][CH3:22])[C:6]1=[O:23].C1([SiH3])C=CC=CC=1. (5) Reactant: [Cl:1][C:2]1[C:7]([Cl:8])=[CH:6][C:5]([NH2:9])=[C:4]([NH2:10])[CH:3]=1.[CH:11]1([N:14]=[C:15]=S)[CH2:13][CH2:12]1.CC1C=CC(S([O-])(=O)=O)=CC=1.C[N+]1(CCN=C=NC2CCCCC2)CCOCC1. Product: [CH:11]1([NH:14][C:15]2[NH:9][C:5]3[CH:6]=[C:7]([Cl:8])[C:2]([Cl:1])=[CH:3][C:4]=3[N:10]=2)[CH2:13][CH2:12]1. The catalyst class is: 17. (6) Reactant: [CH2:1]([O:3][C:4]([C:6]1[CH:7]=[N:8][N:9]([C:11]2[N:15]([CH2:16][O:17][CH2:18][CH2:19][O:20][CH3:21])[C:14]3[CH:22]=[C:23]([Cl:31])[C:24]([S:26]C(C)(C)C)=[CH:25][C:13]=3[N:12]=2)[CH:10]=1)=[O:5])[CH3:2].C(=O)([O-])[O-].[K+].[K+].[N+:38]([C:41]1[CH:46]=[CH:45][CH:44]=[CH:43][C:42]=1[S:47]Cl)([O-:40])=[O:39]. Product: [CH2:1]([O:3][C:4]([C:6]1[CH:7]=[N:8][N:9]([C:11]2[N:15]([CH2:16][O:17][CH2:18][CH2:19][O:20][CH3:21])[C:14]3[CH:22]=[C:23]([Cl:31])[C:24]([S:26][S:47][C:42]4[CH:43]=[CH:44][CH:45]=[CH:46][C:41]=4[N+:38]([O-:40])=[O:39])=[CH:25][C:13]=3[N:12]=2)[CH:10]=1)=[O:5])[CH3:2]. The catalyst class is: 2. (7) Reactant: [C:1]([CH2:3][C:4]([N:6]([CH3:19])[C:7](=[O:18])[NH:8][CH2:9][C:10]1[CH:15]=[CH:14][CH:13]=[CH:12][C:11]=1[N+:16]#[C-:17])=[O:5])#[N:2].[OH-].[Na+]. Product: [NH2:2][C:1]1[N:8]([CH2:9][C:10]2[CH:15]=[CH:14][CH:13]=[CH:12][C:11]=2[N+:16]#[C-:17])[C:7](=[O:18])[N:6]([CH3:19])[C:4](=[O:5])[CH:3]=1. The catalyst class is: 6. (8) Reactant: [Cl-].[Ce+3].[Cl-].[Cl-].[C:5]([N:9]1[CH:13]=[C:12]([CH2:14][CH2:15][CH2:16][C:17](=[O:19])[CH3:18])/[C:11](=[N:20]/[C:21](=[O:33])[C:22]2[CH:27]=[CH:26][CH:25]=[C:24]([C:28]([F:31])([F:30])[F:29])[C:23]=2[F:32])/[S:10]1)([CH3:8])([CH3:7])[CH3:6].[CH3:34][Mg]Br. Product: [C:5]([N:9]1[CH:13]=[C:12]([CH2:14][CH2:15][CH2:16][C:17]([OH:19])([CH3:34])[CH3:18])/[C:11](=[N:20]/[C:21](=[O:33])[C:22]2[CH:27]=[CH:26][CH:25]=[C:24]([C:28]([F:29])([F:31])[F:30])[C:23]=2[F:32])/[S:10]1)([CH3:6])([CH3:7])[CH3:8]. The catalyst class is: 1.